From a dataset of Forward reaction prediction with 1.9M reactions from USPTO patents (1976-2016). Predict the product of the given reaction. (1) Given the reactants [F:1][CH:2]([F:20])[C:3]([C:5]1[CH:10]=[CH:9][C:8](B2OC(C)(C)C(C)(C)O2)=[CH:7][CH:6]=1)=[O:4].Br[C:22]1[CH:27]=[CH:26][C:25]([F:28])=[CH:24][N:23]=1.C(=O)([O-])[O-].[Na+].[Na+], predict the reaction product. The product is: [F:20][CH:2]([F:1])[C:3]([C:5]1[CH:6]=[CH:7][C:8]([C:22]2[CH:27]=[CH:26][C:25]([F:28])=[CH:24][N:23]=2)=[CH:9][CH:10]=1)=[O:4]. (2) Given the reactants C(O[C:4]([C:6]1[S:7][CH:8]=[CH:9][CH:10]=1)=[O:5])C.[Br-].S(=O)(=O)(O)O.[CH2:17](OCC)[CH3:18], predict the reaction product. The product is: [S:7]1[CH:8]=[CH:9][CH:10]=[C:6]1[C:4]1([OH:5])[CH2:18][CH2:17]1. (3) Given the reactants [CH2:1]([N:8]1[CH:12]=[C:11]([C:13]([O:15]CC)=[O:14])[C:10]([C:18]2[CH:23]=[CH:22][CH:21]=[CH:20][CH:19]=2)=[N:9]1)[C:2]1[CH:7]=[CH:6][CH:5]=[CH:4][CH:3]=1.CCO.[OH-].[Na+].[OH-].[Li+], predict the reaction product. The product is: [CH2:1]([N:8]1[CH:12]=[C:11]([C:13]([OH:15])=[O:14])[C:10]([C:18]2[CH:23]=[CH:22][CH:21]=[CH:20][CH:19]=2)=[N:9]1)[C:2]1[CH:3]=[CH:4][CH:5]=[CH:6][CH:7]=1. (4) Given the reactants [NH2:1][C:2]1[C:7]2=[C:8](C3C=CC4C(C=3)=NN(CC3C=CC=CC=3)C=4)[CH:9]=[C:10]([CH:11]3[CH2:16][CH2:15][N:14]([C:17]([O:19][C:20]([CH3:23])([CH3:22])[CH3:21])=[O:18])[CH2:13][CH2:12]3)[N:6]2[N:5]=[CH:4][N:3]=1.FC(F)(F)C(O)=O.C([O-])(O)=O.[Na+], predict the reaction product. The product is: [NH2:1][C:2]1[C:7]2=[CH:8][CH:9]=[C:10]([C:11]3[CH2:16][CH2:15][N:14]([C:17]([O:19][C:20]([CH3:23])([CH3:22])[CH3:21])=[O:18])[CH2:13][CH:12]=3)[N:6]2[N:5]=[CH:4][N:3]=1. (5) Given the reactants Cl.Cl.[C@H]1(C[N:14]2[CH2:19][CH2:18][CH:17]([NH:20][C:21]([C:23]3[NH:24][C:25]4[C:30]([CH:31]=3)=[C:29]([O:32][CH2:33][C:34]3[C:38]5[CH:39]=[CH:40][C:41]([Cl:43])=[CH:42][C:37]=5[O:36][CH:35]=3)[CH:28]=[CH:27][CH:26]=4)=[O:22])[CH2:16][CH2:15]2)[C@@H]2N(CCCC2)CCC1.Cl.Cl.Cl.NC1CCN([CH2:54][CH2:55][N:56]2[CH2:61][CH2:60][CH:59]([OH:62])[CH2:58][CH2:57]2)CC1, predict the reaction product. The product is: [OH:62][CH:59]1[CH2:60][CH2:61][N:56]([CH2:55][CH2:54][N:14]2[CH2:15][CH2:16][CH:17]([NH:20][C:21]([C:23]3[NH:24][C:25]4[C:30]([CH:31]=3)=[C:29]([O:32][CH2:33][C:34]3[C:38]5[CH:39]=[CH:40][C:41]([Cl:43])=[CH:42][C:37]=5[O:36][CH:35]=3)[CH:28]=[CH:27][CH:26]=4)=[O:22])[CH2:18][CH2:19]2)[CH2:57][CH2:58]1. (6) Given the reactants Br[C:2]1[CH:7]=[CH:6][C:5]([C:8](=[O:18])[CH2:9][NH:10][C:11](=[O:17])[O:12][C:13]([CH3:16])([CH3:15])[CH3:14])=[CH:4][CH:3]=1.[B:19]1([B:19]2[O:23][C:22]([CH3:25])([CH3:24])[C:21]([CH3:27])([CH3:26])[O:20]2)[O:23][C:22]([CH3:25])([CH3:24])[C:21]([CH3:27])([CH3:26])[O:20]1.C([O-])(=O)C.[K+], predict the reaction product. The product is: [O:18]=[C:8]([C:5]1[CH:6]=[CH:7][C:2]([B:19]2[O:23][C:22]([CH3:25])([CH3:24])[C:21]([CH3:27])([CH3:26])[O:20]2)=[CH:3][CH:4]=1)[CH2:9][NH:10][C:11](=[O:17])[O:12][C:13]([CH3:16])([CH3:15])[CH3:14].